This data is from Reaction yield outcomes from USPTO patents with 853,638 reactions. The task is: Predict the reaction yield, written as a fraction of the theoretical maximum amount of product (1.0 means a 100% yield; for example, 0.34 means a 34% yield). (1) The reactants are [F:1][C:2]1[CH:9]=[CH:8][CH:7]=[CH:6][C:3]=1[CH:4]=[CH2:5].C(O)(=[O:12])C.BrN1C(=O)CCC1=O.C(=O)([O-])[O-].[Na+].[Na+].[OH-].[Na+]. The catalyst is O1CCOCC1.O. The product is [F:1][C:2]1[CH:9]=[CH:8][CH:7]=[CH:6][C:3]=1[CH:4]1[CH2:5][O:12]1. The yield is 0.940. (2) The reactants are [BH4-].[Na+].[F:3][C:4]1[CH:9]=[CH:8][C:7]([CH:10]([NH:23][C:24](=[O:30])[O:25][C:26]([CH3:29])([CH3:28])[CH3:27])[C:11](=[O:22])[C:12]2[CH:13]=[CH:14][CH:15]=[C:16]3[C:21]=2[N:20]=[CH:19][CH:18]=[CH:17]3)=[CH:6][CH:5]=1.P([O-])(O)(O)=O.[Na+]. The catalyst is CO. The product is [F:3][C:4]1[CH:9]=[CH:8][C:7]([CH:10]([NH:23][C:24](=[O:30])[O:25][C:26]([CH3:28])([CH3:27])[CH3:29])[CH:11]([OH:22])[C:12]2[CH:13]=[CH:14][CH:15]=[C:16]3[C:21]=2[N:20]=[CH:19][CH:18]=[CH:17]3)=[CH:6][CH:5]=1. The yield is 0.880. (3) The reactants are C1C=CC(P(C2C=CC3C(=CC=CC=3)C=2C2C3C(=CC=CC=3)C=CC=2P(C2C=CC=CC=2)C2C=CC=CC=2)C2C=CC=CC=2)=CC=1.Br[C:48]1[CH:55]=[CH:54][C:51]([C:52]#[N:53])=[CH:50][CH:49]=1.[F:56][C:57]1[CH:58]=[C:59]([CH:62]=[CH:63][CH:64]=1)[CH2:60][NH2:61].C([O-])([O-])=O.[Cs+].[Cs+]. The catalyst is O1CCOCC1.CC([O-])=O.CC([O-])=O.[Pd+2]. The product is [F:56][C:57]1[CH:58]=[C:59]([CH:62]=[CH:63][CH:64]=1)[CH2:60][NH:61][C:48]1[CH:55]=[CH:54][C:51]([C:52]#[N:53])=[CH:50][CH:49]=1. The yield is 0.780. (4) The reactants are [F-].C([N+](CCCC)(CCCC)CCCC)CCC.[CH3:19][C:20]1[C:21]([C:25]2[CH:32]=[CH:31][CH:30]=[CH:29][C:26]=2[CH:27]=[O:28])=[CH:22][S:23][CH:24]=1.[F:33][C:34]([Si](C)(C)C)([F:36])[F:35].Cl. The catalyst is C1COCC1. The product is [F:33][C:34]([F:36])([F:35])[CH:27]([C:26]1[CH:29]=[CH:30][CH:31]=[CH:32][C:25]=1[C:21]1[C:20]([CH3:19])=[CH:24][S:23][CH:22]=1)[OH:28]. The yield is 0.970. (5) The reactants are [CH3:1][O:2][C:3]1[CH:8]=[CH:7][CH:6]=[C:5]([C:9]#[C:10][C:11]([C:13]2[N:17]3[CH:18]=[CH:19][C:20]([O:22][CH2:23][CH2:24][O:25][CH3:26])=[CH:21][C:16]3=[N:15][CH:14]=2)=O)[C:4]=1[NH:27]C(=O)OC(C)(C)C.[I-:35].[Na+]. The catalyst is C(O)(=O)C.C(O)=O. The product is [I:35][C:9]1[C:5]2[C:4](=[C:3]([O:2][CH3:1])[CH:8]=[CH:7][CH:6]=2)[N:27]=[C:11]([C:13]2[N:17]3[CH:18]=[CH:19][C:20]([O:22][CH2:23][CH2:24][O:25][CH3:26])=[CH:21][C:16]3=[N:15][CH:14]=2)[CH:10]=1. The yield is 0.920. (6) The reactants are [I:1][C:2]1[CH:3]=[N:4][NH:5][CH:6]=1.[H-].[Na+].[CH2:9]1[CH2:13]O[CH2:11][CH2:10]1. No catalyst specified. The product is [CH2:13]([N:4]1[CH:3]=[C:2]([I:1])[CH:6]=[N:5]1)[CH2:9][CH2:10][CH3:11]. The yield is 1.00. (7) The reactants are BrC1[CH:7]=[CH:6][C:5]([CH3:8])=[CH:4][CH:3]=1.[C:9]([O:17][CH2:18][CH3:19])(=[O:16])[CH2:10][C:11](OCC)=O.P(C(C)(C)C)(C(C)(C)C)C(C)(C)C.[H+].[B-](F)(F)(F)F.[O-]P([O-])([O-])=O.[K+].[K+].[K+].C1OCCOCCOCCOCCOCCOC1. The catalyst is CC([O-])=O.CC([O-])=O.[Pd+2]. The product is [CH3:8][C:5]1[CH:6]=[CH:7][C:11]([CH2:10][C:9]([O:17][CH2:18][CH3:19])=[O:16])=[CH:3][CH:4]=1. The yield is 0.750. (8) The reactants are [NH2:1][C:2]1[S:6][C:5]([C:7]2[CH:8]=[C:9]3[C:14](=[CH:15][CH:16]=2)[N:13]=[CH:12][N:11]=[C:10]3[N:17](C(OC(C)(C)C)=O)C(OC(C)(C)C)=O)=[CH:4][CH:3]=1.Br[C:33]1[N:51]=[CH:50][CH:49]=[CH:48][C:34]=1[C:35]([NH:37][C@H:38]([C:40]1[CH:45]=[CH:44][C:43]([F:46])=[C:42]([F:47])[CH:41]=1)[CH3:39])=[O:36].C([O-])([O-])=O.[Cs+].[Cs+].CC1(C)C2C(=C(P(C3C=CC=CC=3)C3C=CC=CC=3)C=CC=2)OC2C(P(C3C=CC=CC=3)C3C=CC=CC=3)=CC=CC1=2. The catalyst is C1C=CC(/C=C/C(/C=C/C2C=CC=CC=2)=O)=CC=1.C1C=CC(/C=C/C(/C=C/C2C=CC=CC=2)=O)=CC=1.C1C=CC(/C=C/C(/C=C/C2C=CC=CC=2)=O)=CC=1.[Pd].[Pd].O1CCOCC1. The product is [NH2:17][C:10]1[C:9]2[C:14](=[CH:15][CH:16]=[C:7]([C:5]3[S:6][C:2]([NH:1][C:33]4[N:51]=[CH:50][CH:49]=[CH:48][C:34]=4[C:35]([NH:37][C@H:38]([C:40]4[CH:45]=[CH:44][C:43]([F:46])=[C:42]([F:47])[CH:41]=4)[CH3:39])=[O:36])=[CH:3][CH:4]=3)[CH:8]=2)[N:13]=[CH:12][N:11]=1. The yield is 0.0380.